Dataset: Merck oncology drug combination screen with 23,052 pairs across 39 cell lines. Task: Regression. Given two drug SMILES strings and cell line genomic features, predict the synergy score measuring deviation from expected non-interaction effect. Drug 1: NC1(c2ccc(-c3nc4ccn5c(=O)[nH]nc5c4cc3-c3ccccc3)cc2)CCC1. Drug 2: O=C(NOCC(O)CO)c1ccc(F)c(F)c1Nc1ccc(I)cc1F. Cell line: NCIH2122. Synergy scores: synergy=54.4.